This data is from Peptide-MHC class II binding affinity with 134,281 pairs from IEDB. The task is: Regression. Given a peptide amino acid sequence and an MHC pseudo amino acid sequence, predict their binding affinity value. This is MHC class II binding data. (1) The peptide sequence is HLAEENEGDNACKRT. The MHC is DRB1_1501 with pseudo-sequence DRB1_1501. The binding affinity (normalized) is 0. (2) The peptide sequence is RGKMDVSGVQAPVGA. The MHC is DRB4_0101 with pseudo-sequence DRB4_0103. The binding affinity (normalized) is 0.382. (3) The binding affinity (normalized) is 0.255. The MHC is HLA-DQA10501-DQB10201 with pseudo-sequence HLA-DQA10501-DQB10201. The peptide sequence is RGHHRQVIGAAQLGR. (4) The peptide sequence is IHLVIHRIRTLIGQEHHHHHH. The MHC is DRB3_0202 with pseudo-sequence DRB3_0202. The binding affinity (normalized) is 0. (5) The MHC is HLA-DQA10102-DQB10501 with pseudo-sequence HLA-DQA10102-DQB10501. The binding affinity (normalized) is 0.556. The peptide sequence is IGCAMLHWSLILPGI. (6) The peptide sequence is MYLGTCKTLTPLMSS. The MHC is HLA-DQA10401-DQB10402 with pseudo-sequence HLA-DQA10401-DQB10402. The binding affinity (normalized) is 0.101.